This data is from Forward reaction prediction with 1.9M reactions from USPTO patents (1976-2016). The task is: Predict the product of the given reaction. (1) Given the reactants [F:1][C:2]1[CH:7]=[CH:6][C:5]([C:8]2[N:12]([CH2:13][CH2:14][CH2:15][S:16][CH3:17])[N:11]=[C:10]([CH3:18])[C:9]=2[C:19]2[CH:20]=[CH:21][C:22]3[O:27][CH2:26][C:25](=[O:28])[NH:24][C:23]=3[CH:29]=2)=[CH:4][CH:3]=1.ClC1C=C(C(OO)=[O:38])C=CC=1, predict the reaction product. The product is: [F:1][C:2]1[CH:3]=[CH:4][C:5]([C:8]2[N:12]([CH2:13][CH2:14][CH2:15][S:16]([CH3:17])=[O:38])[N:11]=[C:10]([CH3:18])[C:9]=2[C:19]2[CH:20]=[CH:21][C:22]3[O:27][CH2:26][C:25](=[O:28])[NH:24][C:23]=3[CH:29]=2)=[CH:6][CH:7]=1. (2) Given the reactants [C:1]1([CH:7]2[C:13]3[S:14][CH:15]=[CH:16][C:12]=3[NH:11][CH2:10][CH2:9][CH2:8]2)[CH:6]=[CH:5][CH:4]=[CH:3][CH:2]=1.[H-].[Na+].[C:19](N1C=CN=C1)([N:21]1[CH:25]=[CH:24][N:23]=[CH:22]1)=[O:20].C(Cl)Cl, predict the reaction product. The product is: [N:21]1([C:19]([CH:9]2[CH2:8][CH:7]([C:1]3[CH:2]=[CH:3][CH:4]=[CH:5][CH:6]=3)[C:13]3[S:14][CH:15]=[CH:16][C:12]=3[NH:11][CH2:10]2)=[O:20])[CH:25]=[CH:24][N:23]=[CH:22]1. (3) Given the reactants [Cl:1][C:2]1[N:10]=[C:9]2[C:5]([NH:6][CH:7]=[N:8]2)=[C:4](Cl)[N:3]=1.[N+:12]([C:15]1[CH:16]=[C:17]2[C:21](=[CH:22][CH:23]=1)[NH:20][CH2:19][CH2:18]2)([O-:14])=[O:13], predict the reaction product. The product is: [Cl:1][C:2]1[N:10]=[C:9]2[C:5]([N:6]=[CH:7][NH:8]2)=[C:4]([N:20]2[C:21]3[C:17](=[CH:16][C:15]([N+:12]([O-:14])=[O:13])=[CH:23][CH:22]=3)[CH2:18][CH2:19]2)[N:3]=1.